This data is from Full USPTO retrosynthesis dataset with 1.9M reactions from patents (1976-2016). The task is: Predict the reactants needed to synthesize the given product. (1) Given the product [CH3:15][S:16]([O:5][CH2:4][CH2:3][C:2]([CH3:7])([CH3:6])[CH3:1])(=[O:18])=[O:17], predict the reactants needed to synthesize it. The reactants are: [CH3:1][C:2]([CH3:7])([CH3:6])[CH2:3][CH2:4][OH:5].C(N(CC)CC)C.[CH3:15][S:16](Cl)(=[O:18])=[O:17].O. (2) Given the product [C:20]([O:19][P:1]([O:3][CH2:4][C:5]([NH:13][C:40]([C:39]1[CH:43]=[CH:44][C:45]([S:46][C:47]2[CH:48]=[CH:49][C:50]([NH:53][C:54](=[O:55])[O:56][CH3:57])=[CH:51][CH:52]=2)=[C:37]([NH:36][C:35]2[C:30]3[CH:29]=[CH:28][C:27]([CH:24]([CH3:26])[CH3:25])=[N:58][C:31]=3[N:32]=[CH:33][N:34]=2)[CH:38]=1)=[O:41])([C:7]1[CH:12]=[CH:11][CH:10]=[CH:9][CH:8]=1)[CH3:6])([O:14][C:15]([CH3:16])([CH3:18])[CH3:17])=[O:2])([CH3:23])([CH3:22])[CH3:21], predict the reactants needed to synthesize it. The reactants are: [P:1]([O:19][C:20]([CH3:23])([CH3:22])[CH3:21])([O:14][C:15]([CH3:18])([CH3:17])[CH3:16])([O:3][CH2:4][C:5]([NH2:13])([C:7]1[CH:12]=[CH:11][CH:10]=[CH:9][CH:8]=1)[CH3:6])=[O:2].[CH:24]([C:27]1[CH:28]=[CH:29][C:30]2[C:35]([NH:36][C:37]3[CH:38]=[C:39]([CH:43]=[CH:44][C:45]=3[S:46][C:47]3[CH:52]=[CH:51][C:50]([NH:53][C:54]([O:56][CH3:57])=[O:55])=[CH:49][CH:48]=3)[C:40](O)=[O:41])=[N:34][CH:33]=[N:32][C:31]=2[N:58]=1)([CH3:26])[CH3:25]. (3) Given the product [CH3:35][C:25]1([CH3:26])[N:27]([CH2:28][C:29]2[CH:30]=[CH:31][N:32]=[CH:33][CH:34]=2)[C:2](=[O:1])[N:15]([C:14]2[CH:16]=[CH:17][C:18]([CH:19]([CH3:21])[CH3:20])=[C:12]([N+:9]([O-:11])=[O:10])[CH:13]=2)[C:24]1=[O:36], predict the reactants needed to synthesize it. The reactants are: [O:1]=[C:2](Cl)OC(Cl)(Cl)Cl.[N+:9]([C:12]1[CH:13]=[C:14]([CH:16]=[CH:17][C:18]=1[CH:19]([CH3:21])[CH3:20])[NH2:15])([O-:11])=[O:10].CO[C:24](=[O:36])[C:25]([CH3:35])([NH:27][CH2:28][C:29]1[CH:34]=[CH:33][N:32]=[CH:31][CH:30]=1)[CH3:26].